From a dataset of Peptide-MHC class II binding affinity with 134,281 pairs from IEDB. Regression. Given a peptide amino acid sequence and an MHC pseudo amino acid sequence, predict their binding affinity value. This is MHC class II binding data. (1) The peptide sequence is NSRFSSWETVCDSLD. The MHC is DRB1_0405 with pseudo-sequence DRB1_0405. The binding affinity (normalized) is 0.864. (2) The peptide sequence is DDGRNIAWDNDKLES. The MHC is DRB1_0101 with pseudo-sequence DRB1_0101. The binding affinity (normalized) is 0. (3) The peptide sequence is NQFGSVPAVTISCMT. The binding affinity (normalized) is 0.420. The MHC is DRB3_0101 with pseudo-sequence DRB3_0101. (4) The peptide sequence is QGVADAYITLVTLPK. The MHC is DRB1_0401 with pseudo-sequence DRB1_0401. The binding affinity (normalized) is 0.569. (5) The peptide sequence is EKKYFAATQFEPGAA. The MHC is HLA-DQA10501-DQB10201 with pseudo-sequence HLA-DQA10501-DQB10201. The binding affinity (normalized) is 0.431. (6) The peptide sequence is WGTIKKSKAINVLRG. The MHC is DRB1_0701 with pseudo-sequence DRB1_0701. The binding affinity (normalized) is 0.960. (7) The peptide sequence is LSSTGSSCLFVLILF. The MHC is HLA-DQA10501-DQB10301 with pseudo-sequence HLA-DQA10501-DQB10301. The binding affinity (normalized) is 0.155. (8) The peptide sequence is EDNLGFLMHAPAFETAGTYLRLVKINDWTEITQF. The MHC is DRB1_1501 with pseudo-sequence DRB1_1501. The binding affinity (normalized) is 0.671.